This data is from Catalyst prediction with 721,799 reactions and 888 catalyst types from USPTO. The task is: Predict which catalyst facilitates the given reaction. (1) Reactant: N1C2C(=C([C:10]3[N:11]=[C:12]([N:21]4[CH2:26][CH2:25][O:24][CH2:23][CH2:22]4)[C:13]4[S:18][C:17](C=O)=[CH:16][C:14]=4[N:15]=3)C=CC=2)C=C1.C[O-].[Na+]. Product: [N:21]1([C:12]2[C:13]3[S:18][CH:17]=[CH:16][C:14]=3[N:15]=[CH:10][N:11]=2)[CH2:22][CH2:23][O:24][CH2:25][CH2:26]1. The catalyst class is: 5. (2) Reactant: [Cl:1][C:2]1([Cl:15])[C:10]2[C:5](=[CH:6][CH:7]=[C:8]([O:12][CH3:13])[C:9]=2[Cl:11])[NH:4][C:3]1=[O:14].[Cl:16]N(Cl)C(OCC)=O. Product: [Cl:15][C:2]1([Cl:1])[C:10]2[C:5](=[C:6]([Cl:16])[CH:7]=[C:8]([O:12][CH3:13])[C:9]=2[Cl:11])[NH:4][C:3]1=[O:14]. The catalyst class is: 52.